This data is from Forward reaction prediction with 1.9M reactions from USPTO patents (1976-2016). The task is: Predict the product of the given reaction. (1) Given the reactants Cl.[CH2:2]([O:9][C:10](=[O:15])[CH2:11][NH:12][CH2:13][CH3:14])[C:3]1[CH:8]=[CH:7][CH:6]=[CH:5][CH:4]=1.C(N(CC)CC)C.[C:23]([O:27][C:28](=[O:31])[CH2:29]Br)([CH3:26])([CH3:25])[CH3:24], predict the reaction product. The product is: [CH2:2]([O:9][C:10](=[O:15])[CH2:11][N:12]([CH2:29][C:28]([O:27][C:23]([CH3:26])([CH3:25])[CH3:24])=[O:31])[CH2:13][CH3:14])[C:3]1[CH:8]=[CH:7][CH:6]=[CH:5][CH:4]=1. (2) Given the reactants [CH2:1]([O:8][C:9]([N:11]1[CH2:15][C@@H:14]([O:16][Si:17]([C:30]([CH3:33])([CH3:32])[CH3:31])([C:24]2[CH:29]=[CH:28][CH:27]=[CH:26][CH:25]=2)[C:18]2[CH:23]=[CH:22][CH:21]=[CH:20][CH:19]=2)[C@@H:13]([C:34]([OH:36])=O)[CH2:12]1)=[O:10])[C:2]1[CH:7]=[CH:6][CH:5]=[CH:4][CH:3]=1.ClC(N(C)C)=C(C)C.[Cl:45][C:46]1[C:47]([C:53]2[CH:58]=[CH:57][CH:56]=[C:55]([NH:59][CH2:60][CH:61]3[CH2:66][CH2:65][O:64][CH2:63][CH2:62]3)[N:54]=2)=[CH:48][C:49]([NH2:52])=[N:50][CH:51]=1.N1C=CC=CC=1, predict the reaction product. The product is: [CH2:1]([O:8][C:9]([N:11]1[CH2:12][C@H:13]([C:34](=[O:36])[NH:52][C:49]2[CH:48]=[C:47]([C:53]3[CH:58]=[CH:57][CH:56]=[C:55]([NH:59][CH2:60][CH:61]4[CH2:66][CH2:65][O:64][CH2:63][CH2:62]4)[N:54]=3)[C:46]([Cl:45])=[CH:51][N:50]=2)[C@H:14]([O:16][Si:17]([C:30]([CH3:31])([CH3:32])[CH3:33])([C:24]2[CH:29]=[CH:28][CH:27]=[CH:26][CH:25]=2)[C:18]2[CH:19]=[CH:20][CH:21]=[CH:22][CH:23]=2)[CH2:15]1)=[O:10])[C:2]1[CH:3]=[CH:4][CH:5]=[CH:6][CH:7]=1.